Dataset: Catalyst prediction with 721,799 reactions and 888 catalyst types from USPTO. Task: Predict which catalyst facilitates the given reaction. (1) Reactant: [N:1]1([CH2:5][C:6]2[CH:7]=[C:8]([CH:12]=[CH:13][C:14]=2[C:15]2[S:16][C:17]3[CH:23]([O:24]COCCOC)[CH2:22][CH2:21][CH2:20][C:18]=3[N:19]=2)[N:9]([CH3:11])[CH3:10])[CH2:4][CH2:3][CH2:2]1. Product: [N:1]1([CH2:5][C:6]2[CH:7]=[C:8]([N:9]([CH3:11])[CH3:10])[CH:12]=[CH:13][C:14]=2[C:15]2[S:16][C:17]3[CH:23]([OH:24])[CH2:22][CH2:21][CH2:20][C:18]=3[N:19]=2)[CH2:4][CH2:3][CH2:2]1. The catalyst class is: 388. (2) Reactant: [Cl:1][C:2]1[CH:3]=[CH:4][C:5]([C:9]2[O:10][CH:11]=[CH:12][N:13]=2)=[C:6]([OH:8])[CH:7]=1.C1(C)C=CC=CC=1.C[O-].[Na+:23]. Product: [Cl:1][C:2]1[CH:3]=[CH:4][C:5]([C:9]2[O:10][CH:11]=[CH:12][N:13]=2)=[C:6]([O-:8])[CH:7]=1.[Na+:23]. The catalyst class is: 5. (3) Reactant: [CH:1]([NH:4][C:5]1[N:10]=[CH:9][C:8]([N+:11]([O-])=O)=[CH:7][CH:6]=1)([CH3:3])[CH3:2]. Product: [CH:1]([NH:4][C:5]1[CH:6]=[CH:7][C:8]([NH2:11])=[CH:9][N:10]=1)([CH3:3])[CH3:2]. The catalyst class is: 19. (4) Reactant: [CH3:1][O:2][P:3]([C:7]1[CH:8]=[C:9]2[C:13](=[CH:14][CH:15]=1)[NH:12][N:11]=[C:10]2/[CH:16]=[CH:17]/[C:18]1[CH:23]=[CH:22][CH:21]=[CH:20][CH:19]=1)(=[O:6])[O:4]C.Cl. Product: [CH3:1][O:2][P:3]([C:7]1[CH:8]=[C:9]2[C:13](=[CH:14][CH:15]=1)[NH:12][N:11]=[C:10]2/[CH:16]=[CH:17]/[C:18]1[CH:23]=[CH:22][CH:21]=[CH:20][CH:19]=1)(=[O:4])[OH:6]. The catalyst class is: 562.